Dataset: Full USPTO retrosynthesis dataset with 1.9M reactions from patents (1976-2016). Task: Predict the reactants needed to synthesize the given product. (1) Given the product [S:1](=[O:31])(=[O:30])([O:3][CH2:4][C@H:5]1[CH2:9][C@@H:8]([NH:10][C:11]2[N:16]3[N:17]=[C:18]([C:20]4[CH:25]=[CH:24][CH:23]=[CH:22][CH:21]=4)[CH:19]=[C:15]3[N:14]=[CH:13][C:12]=2[CH3:27])[C@H:7]([OH:28])[C@@H:6]1[OH:29])[NH2:2], predict the reactants needed to synthesize it. The reactants are: [S:1](=[O:31])(=[O:30])([O:3][CH2:4][C@H:5]1[CH2:9][C@@H:8]([NH:10][C:11]2[N:16]3[N:17]=[C:18]([C:20]4[CH:25]=[CH:24][CH:23]=[CH:22][CH:21]=4)[CH:19]=[C:15]3[N:14]=[C:13](Cl)[C:12]=2[CH3:27])[C@H:7]([OH:28])[C@@H:6]1[OH:29])[NH2:2]. (2) Given the product [CH2:1]([O:3][C:4]([C:6]1[NH:7][C:8]2[C:13]([C:14]=1[C:32]1[CH:33]=[CH:34][CH:35]=[C:30]([CH3:41])[CH:31]=1)=[CH:12][C:11]([NH:16][S:17]([C:20]1[CH:25]=[CH:24][C:23]([C:26]([CH3:29])([CH3:28])[CH3:27])=[CH:22][CH:21]=1)(=[O:19])=[O:18])=[CH:10][CH:9]=2)=[O:5])[CH3:2], predict the reactants needed to synthesize it. The reactants are: [CH2:1]([O:3][C:4]([C:6]1[NH:7][C:8]2[C:13]([C:14]=1Br)=[CH:12][C:11]([NH:16][S:17]([C:20]1[CH:25]=[CH:24][C:23]([C:26]([CH3:29])([CH3:28])[CH3:27])=[CH:22][CH:21]=1)(=[O:19])=[O:18])=[CH:10][CH:9]=2)=[O:5])[CH3:2].[C:30]1([CH3:41])[CH:35]=[CH:34][CH:33]=[C:32](C(B(O)O)=O)[CH:31]=1. (3) Given the product [Li+:34].[Li+:34].[Cl:1][C:2]1[CH:3]=[C:4]([C:12]2[S:16][C:15]([N:17]3[CH:26]=[C:25]4[C:19]([CH2:20][CH2:21][N:22]([CH2:27][CH2:28][CH2:29][C:30]([O-:32])=[O:31])[CH2:23][CH2:24]4)=[N:18]3)=[N:14][N:13]=2)[CH:5]=[CH:6][C:7]=1[O:8][CH:9]([CH3:11])[CH3:10].[Cl:1][C:2]1[CH:3]=[C:4]([C:12]2[S:16][C:15]([N:17]3[CH:26]=[C:25]4[C:19]([CH2:20][CH2:21][N:22]([CH2:27][CH2:28][CH2:29][C:30]([O-:32])=[O:31])[CH2:23][CH2:24]4)=[N:18]3)=[N:14][N:13]=2)[CH:5]=[CH:6][C:7]=1[O:8][CH:9]([CH3:11])[CH3:10], predict the reactants needed to synthesize it. The reactants are: [Cl:1][C:2]1[CH:3]=[C:4]([C:12]2[S:16][C:15]([N:17]3[CH:26]=[C:25]4[C:19]([CH2:20][CH2:21][N:22]([CH2:27][CH2:28][CH2:29][C:30]([O:32]C)=[O:31])[CH2:23][CH2:24]4)=[N:18]3)=[N:14][N:13]=2)[CH:5]=[CH:6][C:7]=1[O:8][CH:9]([CH3:11])[CH3:10].[Li+:34].[OH-]. (4) Given the product [C:13]([O:12][C:10](=[O:11])[CH2:9][C@H:8]([NH:17][C:18]([C@@H:20]1[CH2:25][CH2:24][CH2:23][N:22]([C:26](=[O:42])[CH2:27][CH2:28][CH:29]2[CH2:30][CH2:31][N:32]([C:35]([O:37][C:38]([CH3:41])([CH3:40])[CH3:39])=[O:36])[CH2:33][CH2:34]2)[CH2:21]1)=[O:19])[C:4]1[C:5]([C:54]#[C:53][C:50]2[CH:51]=[CH:52][C:47]([O:46][CH2:45][CH2:44][F:43])=[CH:48][CH:49]=2)=[N:6][CH:7]=[CH:2][CH:3]=1)([CH3:14])([CH3:16])[CH3:15], predict the reactants needed to synthesize it. The reactants are: Br[C:2]1[CH:3]=[C:4]([C@@H:8]([NH:17][C:18]([C@@H:20]2[CH2:25][CH2:24][CH2:23][N:22]([C:26](=[O:42])[CH2:27][CH2:28][CH:29]3[CH2:34][CH2:33][N:32]([C:35]([O:37][C:38]([CH3:41])([CH3:40])[CH3:39])=[O:36])[CH2:31][CH2:30]3)[CH2:21]2)=[O:19])[CH2:9][C:10]([O:12][C:13]([CH3:16])([CH3:15])[CH3:14])=[O:11])[CH:5]=[N:6][CH:7]=1.[F:43][CH2:44][CH2:45][O:46][C:47]1[CH:52]=[CH:51][C:50]([C:53]#[C:54][Si](C)(C)C)=[CH:49][CH:48]=1.[F-].C([N+](CCCC)(CCCC)CCCC)CCC. (5) Given the product [C:21]([C:20]1[CH:23]=[CH:24][C:17]([NH:16][C:13]([C:4]2[C:3]([O:2][CH3:1])=[CH:12][C:11]3[C:6](=[CH:7][CH:8]=[CH:9][CH:10]=3)[CH:5]=2)=[O:15])=[C:18]([O:25][C:26]([F:27])([F:28])[F:29])[CH:19]=1)#[N:22], predict the reactants needed to synthesize it. The reactants are: [CH3:1][O:2][C:3]1[C:4]([C:13]([OH:15])=O)=[CH:5][C:6]2[C:11]([CH:12]=1)=[CH:10][CH:9]=[CH:8][CH:7]=2.[NH2:16][C:17]1[CH:24]=[CH:23][C:20]([C:21]#[N:22])=[CH:19][C:18]=1[O:25][C:26]([F:29])([F:28])[F:27].P(Cl)(Cl)Cl. (6) Given the product [OH:4][CH2:3][CH2:2][N:1]([CH2:8][C:9]1[CH:16]=[CH:15][C:12]([CH3:13])=[CH:11][CH:10]=1)[CH2:5][CH2:6][OH:7], predict the reactants needed to synthesize it. The reactants are: [NH:1]([CH2:5][CH2:6][OH:7])[CH2:2][CH2:3][OH:4].[CH3:8][C:9]1[CH:16]=[CH:15][C:12]([CH2:13]Cl)=[CH:11][CH:10]=1. (7) Given the product [OH:32][C@@H:31]([C:33]1[CH:38]=[CH:37][CH:36]=[CH:35][CH:34]=1)[C:30]([N:1]([C:2]1[CH:3]=[C:4]2[C:9](=[CH:10][CH:11]=1)[O:8][CH2:7][CH2:6][C@@H:5]2[OH:12])[CH2:22][CH2:21][C:18]1[CH:19]=[N:20][C:15]([C:14]([F:25])([F:24])[F:13])=[CH:16][CH:17]=1)=[O:29], predict the reactants needed to synthesize it. The reactants are: [NH2:1][C:2]1[CH:3]=[C:4]2[C:9](=[CH:10][CH:11]=1)[O:8][CH2:7][CH2:6][CH:5]2[OH:12].[F:13][C:14]([F:25])([F:24])[C:15]1[N:20]=[CH:19][C:18]([CH2:21][C:22]#N)=[CH:17][CH:16]=1.C([O:29][C:30](=O)[C@H:31]([C:33]1[CH:38]=[CH:37][CH:36]=[CH:35][CH:34]=1)[OH:32])(=O)C. (8) Given the product [F:15][C:16]([F:27])([F:28])[O:17][C:18]1[CH:23]=[CH:22][C:21]([C:2]2[CH:3]=[CH:4][C:5]3[CH:9]=[C:8]([C:10]([O:12][CH3:13])=[O:11])[S:7][C:6]=3[CH:14]=2)=[CH:20][CH:19]=1, predict the reactants needed to synthesize it. The reactants are: Br[C:2]1[CH:3]=[CH:4][C:5]2[CH:9]=[C:8]([C:10]([O:12][CH3:13])=[O:11])[S:7][C:6]=2[CH:14]=1.[F:15][C:16]([F:28])([F:27])[O:17][C:18]1[CH:23]=[CH:22][C:21](B(O)O)=[CH:20][CH:19]=1.[Cl-].[Li+].C(=O)([O-])[O-].[Na+].[Na+]. (9) Given the product [C:1]([O:5][C:6]([N:8]1[CH2:13][CH2:12][CH:11]([C:14]2[N:18]([CH2:24][CH3:25])[N:17]=[C:16]([O:19][CH3:20])[C:15]=2[CH3:21])[CH2:10][CH2:9]1)=[O:7])([CH3:4])([CH3:3])[CH3:2], predict the reactants needed to synthesize it. The reactants are: [C:1]([O:5][C:6]([N:8]1[CH2:13][CH2:12][CH:11]([C:14]2[NH:18][N:17]=[C:16]([O:19][CH3:20])[C:15]=2[CH3:21])[CH2:10][CH2:9]1)=[O:7])([CH3:4])([CH3:3])[CH3:2].[H-].[Na+].[CH2:24](I)[CH3:25].